This data is from Catalyst prediction with 721,799 reactions and 888 catalyst types from USPTO. The task is: Predict which catalyst facilitates the given reaction. Reactant: [C:1]([C:3]1[C:22](/[N:23]=[CH:24]/[N:25]([CH3:27])[CH3:26])=[CH:21][C:6]([O:7][CH2:8][C@H:9]2[CH2:13][CH2:12][CH2:11][N:10]2C(OC(C)(C)C)=O)=[C:5]([O:28][CH3:29])[CH:4]=1)#[N:2].ClCCl.FC(F)(F)C(O)=O. Product: [NH3:2].[C:1]([C:3]1[CH:4]=[C:5]([O:28][CH3:29])[C:6]([O:7][CH2:8][C@H:9]2[CH2:13][CH2:12][CH2:11][NH:10]2)=[CH:21][C:22]=1[N:23]=[CH:24][N:25]([CH3:26])[CH3:27])#[N:2]. The catalyst class is: 4.